Regression/Classification. Given a drug SMILES string, predict its absorption, distribution, metabolism, or excretion properties. Task type varies by dataset: regression for continuous measurements (e.g., permeability, clearance, half-life) or binary classification for categorical outcomes (e.g., BBB penetration, CYP inhibition). Dataset: cyp3a4_veith. From a dataset of CYP3A4 inhibition data for predicting drug metabolism from PubChem BioAssay. The molecule is CC(C)NC(=O)N1CCC2(CCNCC2)CC1. The result is 0 (non-inhibitor).